From a dataset of Peptide-MHC class I binding affinity with 185,985 pairs from IEDB/IMGT. Regression. Given a peptide amino acid sequence and an MHC pseudo amino acid sequence, predict their binding affinity value. This is MHC class I binding data. (1) The peptide sequence is ISVNNVCHMY. The MHC is HLA-B44:02 with pseudo-sequence HLA-B44:02. The binding affinity (normalized) is 0.184. (2) The peptide sequence is KIEPERGAW. The MHC is Mamu-B17 with pseudo-sequence Mamu-B17. The binding affinity (normalized) is 0.344. (3) The peptide sequence is RPPYSSYGY. The MHC is HLA-A31:01 with pseudo-sequence HLA-A31:01. The binding affinity (normalized) is 0.0847. (4) The peptide sequence is RAMRMVYYL. The MHC is HLA-B27:05 with pseudo-sequence HLA-B27:05. The binding affinity (normalized) is 0.533. (5) The peptide sequence is YTGDFDSVI. The MHC is HLA-A02:06 with pseudo-sequence HLA-A02:06. The binding affinity (normalized) is 0.322. (6) The peptide sequence is RLSYEPFVW. The MHC is Mamu-B17 with pseudo-sequence Mamu-B17. The binding affinity (normalized) is 0.591.